Dataset: Full USPTO retrosynthesis dataset with 1.9M reactions from patents (1976-2016). Task: Predict the reactants needed to synthesize the given product. (1) Given the product [C:6]1([C:5]2[S:21][CH2:20][CH:18]([C:17]([O:16][CH2:14][CH3:15])=[O:22])[N:12]=2)[CH:7]=[CH:8][CH:9]=[CH:10][CH:11]=1, predict the reactants needed to synthesize it. The reactants are: Cl.C(O[C:5](=[NH:12])[C:6]1[CH:11]=[CH:10][CH:9]=[CH:8][CH:7]=1)C.Cl.[CH2:14]([O:16][C:17](=[O:22])[C@H:18]([CH2:20][SH:21])N)[CH3:15].C(N(CC)CC)C.O. (2) Given the product [CH2:14]([O:7][CH2:6][C:5]1[CH:8]=[CH:9][CH:10]=[CH:11][C:4]=1[I:3])[CH:13]=[CH2:12], predict the reactants needed to synthesize it. The reactants are: [H-].[Na+].[I:3][C:4]1[CH:11]=[CH:10][CH:9]=[CH:8][C:5]=1[CH2:6][OH:7].[CH2:12](Br)[CH:13]=[CH2:14]. (3) Given the product [N:18]1([C:22]([C:24]2[N:25]=[CH:26][C:27]([O:12][C:9]3[C:10]4[C:5]([CH:6]=[C:7]([C:13]([O:15][CH2:16][CH3:17])=[O:14])[CH:8]=3)=[N:4][N:3]([CH2:1][CH3:2])[CH:11]=4)=[N:28][CH:29]=2)=[O:23])[CH2:21][CH2:20][CH2:19]1, predict the reactants needed to synthesize it. The reactants are: [CH2:1]([N:3]1[CH:11]=[C:10]2[C:5]([CH:6]=[C:7]([C:13]([O:15][CH2:16][CH3:17])=[O:14])[CH:8]=[C:9]2[OH:12])=[N:4]1)[CH3:2].[N:18]1([C:22]([C:24]2[CH:29]=[N:28][C:27](Cl)=[CH:26][N:25]=2)=[O:23])[CH2:21][CH2:20][CH2:19]1. (4) Given the product [CH3:42][C:40]1[CH:39]=[C:38]([CH2:43][C:44]([NH:46][C@@H:47]([CH2:51][C:52]2[CH:53]=[CH:54][CH:55]=[CH:56][CH:57]=2)[C:48]([NH:22][C:20]2[CH:21]=[CH:16][C:17]([C:59]3[N:58]=[C:62]4[N:61]([CH:60]=3)[C:65]3[CH:66]=[CH:67][CH:68]=[CH:69][C:64]=3[S:63]4)=[CH:18][CH:19]=2)=[O:49])=[O:45])[CH:37]=[C:36]([CH3:35])[CH:41]=1, predict the reactants needed to synthesize it. The reactants are: C1N(P(Cl)(N2C(=O)OCC2)=O)C(=O)OC1.[CH:16]1[CH:17]=[CH:18][C:19]2N(O)N=[N:22][C:20]=2[CH:21]=1.CCN(C(C)C)C(C)C.[CH3:35][C:36]1[CH:37]=[C:38]([CH2:43][C:44]([NH:46][CH:47]([CH2:51][C:52]2[CH:57]=[CH:56][CH:55]=[CH:54][CH:53]=2)[C:48](O)=[O:49])=[O:45])[CH:39]=[C:40]([CH3:42])[CH:41]=1.[N:58]1[C:59](NC2C=CC=CC=2)=[CH:60][N:61]2[C:65]3[CH:66]=[CH:67][CH:68]=[CH:69][C:64]=3[S:63][C:62]=12. (5) Given the product [NH:20]1[C:19]2[CH2:18][CH2:17][NH:16][C:15](=[O:21])[C:14]=2[CH:13]=[CH:12]1, predict the reactants needed to synthesize it. The reactants are: FC1C(C)=NC2C(N=1)=C([C:12]1[NH:20][C:19]3[CH2:18][CH2:17][NH:16][C:15](=[O:21])[C:14]=3[CH:13]=1)C=CC=2.Cl.FC1(F)CC(N)C1.CCN(C(C)C)C(C)C.CO.C(Cl)Cl. (6) The reactants are: [Mg].II.Br[C:5]1[C:10]([O:11][CH3:12])=[CH:9][C:8]([CH2:13][O:14][CH3:15])=[CH:7][C:6]=1[O:16][CH3:17].[B:18]([O:23]C)([O:21]C)[O:19]C.[Cl-].[NH4+]. Given the product [CH3:17][O:16][C:6]1[CH:7]=[C:8]([CH2:13][O:14][CH3:15])[CH:9]=[C:10]([O:11][CH3:12])[C:5]=1[O:19][B:18]([OH:23])[OH:21], predict the reactants needed to synthesize it.